Predict the product of the given reaction. From a dataset of Forward reaction prediction with 1.9M reactions from USPTO patents (1976-2016). Given the reactants Br[C:2]1[CH:7]=[CH:6][C:5]([CH3:8])=[CH:4][N:3]=1.[CH:9]([C:11]1[CH:16]=[CH:15][C:14](B(O)O)=[CH:13][CH:12]=1)=[O:10].C(=O)([O-])[O-].[K+].[K+], predict the reaction product. The product is: [CH3:8][C:5]1[CH:6]=[CH:7][C:2]([C:14]2[CH:15]=[CH:16][C:11]([CH:9]=[O:10])=[CH:12][CH:13]=2)=[N:3][CH:4]=1.